Dataset: Catalyst prediction with 721,799 reactions and 888 catalyst types from USPTO. Task: Predict which catalyst facilitates the given reaction. (1) Reactant: [OH:1][CH:2]1[CH2:7][CH2:6][N:5]([C:8]([O:10][C:11]([CH3:14])([CH3:13])[CH3:12])=[O:9])[CH2:4][CH2:3]1.[Cl:15][C:16]1[N:21]=[C:20](Cl)[CH:19]=[CH:18][N:17]=1.C(=O)([O-])[O-].[Cs+].[Cs+]. Product: [Cl:15][C:16]1[N:21]=[C:20]([O:1][CH:2]2[CH2:3][CH2:4][N:5]([C:8]([O:10][C:11]([CH3:14])([CH3:13])[CH3:12])=[O:9])[CH2:6][CH2:7]2)[CH:19]=[CH:18][N:17]=1. The catalyst class is: 18. (2) Reactant: [Si]([O:8][CH2:9][C@H:10]([CH3:28])[O:11][C:12]1[CH:13]=[C:14]([CH:24]=[C:25]([OH:27])[CH:26]=1)[C:15]([NH:17][C:18]1[CH:22]=[CH:21][N:20]([CH3:23])[N:19]=1)=[O:16])(C(C)(C)C)(C)C.[F:29][C:30]1[CH:31]=[C:32](B(O)O)[CH:33]=[C:34]([F:36])[CH:35]=1.C(N(CC)CC)C. Product: [F:29][C:30]1[CH:31]=[C:32]([O:27][C:25]2[CH:24]=[C:14]([CH:13]=[C:12]([O:11][C@@H:10]([CH3:28])[CH2:9][OH:8])[CH:26]=2)[C:15]([NH:17][C:18]2[CH:22]=[CH:21][N:20]([CH3:23])[N:19]=2)=[O:16])[CH:33]=[C:34]([F:36])[CH:35]=1. The catalyst class is: 302. (3) Reactant: C[O:2][C:3]([O:5][NH:6][C:7](=[NH:17])[C:8]1[CH:13]=[CH:12][C:11]([N+:14]([O-:16])=[O:15])=[CH:10][CH:9]=1)=O.Cl. Product: [N+:14]([C:11]1[CH:12]=[CH:13][C:8]([C:7]2[NH:17][C:3](=[O:2])[O:5][N:6]=2)=[CH:9][CH:10]=1)([O-:16])=[O:15]. The catalyst class is: 17. (4) Reactant: [C:1]([N:4]1[C:13]2[C:8](=[CH:9][C:10](Br)=[CH:11][CH:12]=2)[C@H:7]([NH:15][C:16](=[O:22])[O:17][C:18]([CH3:21])([CH3:20])[CH3:19])[CH2:6][C@@H:5]1[CH3:23])(=[O:3])[CH3:2].[B:24]1([B:24]2[O:28][C:27]([CH3:30])([CH3:29])[C:26]([CH3:32])([CH3:31])[O:25]2)[O:28][C:27]([CH3:30])([CH3:29])[C:26]([CH3:32])([CH3:31])[O:25]1.C([O-])(=O)C.[K+]. Product: [C:1]([N:4]1[C:13]2[C:8](=[CH:9][C:10]([B:24]3[O:28][C:27]([CH3:30])([CH3:29])[C:26]([CH3:32])([CH3:31])[O:25]3)=[CH:11][CH:12]=2)[C@H:7]([NH:15][C:16](=[O:22])[O:17][C:18]([CH3:21])([CH3:20])[CH3:19])[CH2:6][C@@H:5]1[CH3:23])(=[O:3])[CH3:2]. The catalyst class is: 75.